Dataset: Reaction yield outcomes from USPTO patents with 853,638 reactions. Task: Predict the reaction yield, written as a fraction of the theoretical maximum amount of product (1.0 means a 100% yield; for example, 0.34 means a 34% yield). (1) The catalyst is C(O)(=O)C.[Pd]. The product is [O:5]1[C:6]2[C:11](=[CH:10][CH:9]=[CH:8][CH:7]=2)[CH2:2][CH2:3][CH2:4]1. The reactants are O[CH:2]1[C:11]2[C:6](=[CH:7][CH:8]=[CH:9][CH:10]=2)[O:5][CH2:4][CH2:3]1.C(OC(=O)C)(=O)C.[H][H]. The yield is 0.850. (2) The yield is 0.950. The reactants are C[O:2][C:3]([C:5]1[C:6]2[C:20]([CH:21]3[CH2:23][CH2:22]3)=[N:19][N:18]([CH:24]3[CH2:29][CH2:28][CH2:27][CH2:26][O:25]3)[C:7]=2[N:8]=[C:9]([C:11]2[CH:16]=[CH:15][C:14]([OH:17])=[CH:13][CH:12]=2)[CH:10]=1)=[O:4].[OH-].[Na+].C(O)(=O)C. The catalyst is C(O)(C)C. The product is [CH:21]1([C:20]2[C:6]3[C:5]([C:3]([OH:4])=[O:2])=[CH:10][C:9]([C:11]4[CH:16]=[CH:15][C:14]([OH:17])=[CH:13][CH:12]=4)=[N:8][C:7]=3[N:18]([CH:24]3[CH2:29][CH2:28][CH2:27][CH2:26][O:25]3)[N:19]=2)[CH2:22][CH2:23]1. (3) The reactants are [C:1](Cl)(=[O:3])[CH3:2].[N+:5]([C:8]1[CH:9]=[CH:10][C:11]2[CH2:17][CH2:16][CH2:15][CH2:14][NH:13][C:12]=2[CH:18]=1)([O-:7])=[O:6].C([O-])(O)=O.[Na+]. The catalyst is C(Cl)Cl. The product is [N+:5]([C:8]1[CH:9]=[CH:10][C:11]2[CH2:17][CH2:16][CH2:15][CH2:14][N:13]([C:1](=[O:3])[CH3:2])[C:12]=2[CH:18]=1)([O-:7])=[O:6]. The yield is 0.800. (4) The reactants are [Cl:1][C:2]1[CH:7]=[CH:6][C:5]([C:8]2[N:9]=[C:10]([CH2:13]O)[S:11][CH:12]=2)=[CH:4][CH:3]=1.P(Br)(Br)[Br:16].O. The catalyst is C1(C)C=CC=CC=1. The product is [Br:16][CH2:13][C:10]1[S:11][CH:12]=[C:8]([C:5]2[CH:6]=[CH:7][C:2]([Cl:1])=[CH:3][CH:4]=2)[N:9]=1. The yield is 0.170. (5) The reactants are [CH2:1]([O:8][C:9]1[C:13]([CH2:14]O)=[CH:12][N:11]([CH:16]2[CH2:21][CH2:20][CH2:19][CH2:18][CH2:17]2)[N:10]=1)[C:2]1[CH:7]=[CH:6][CH:5]=[CH:4][CH:3]=1.CC(C)(O)C#N.C(P(CCCC)CCCC)CCC.N(C(OCC)=O)=N[C:43]([O:45]CC)=[O:44]. The catalyst is C1(C)C=CC=CC=1.O1CCCC1. The product is [CH2:1]([O:8][C:9]1[C:13]([CH2:14][C:43]([OH:45])=[O:44])=[CH:12][N:11]([CH:16]2[CH2:21][CH2:20][CH2:19][CH2:18][CH2:17]2)[N:10]=1)[C:2]1[CH:7]=[CH:6][CH:5]=[CH:4][CH:3]=1. The yield is 0.440. (6) The reactants are Cl.[CH3:2][O:3][C:4]1[CH:16]=[C:15]([O:17]C2CCCCO2)[CH:14]=[C:13]([CH3:24])[C:5]=1[CH2:6][N:7]1[CH2:12][CH2:11][CH2:10][CH2:9][CH2:8]1.C(=O)([O-])[O-].[Na+].[Na+]. The catalyst is CO. The product is [CH3:2][O:3][C:4]1[CH:16]=[C:15]([OH:17])[CH:14]=[C:13]([CH3:24])[C:5]=1[CH2:6][N:7]1[CH2:12][CH2:11][CH2:10][CH2:9][CH2:8]1. The yield is 0.330.